Dataset: Peptide-MHC class I binding affinity with 185,985 pairs from IEDB/IMGT. Task: Regression. Given a peptide amino acid sequence and an MHC pseudo amino acid sequence, predict their binding affinity value. This is MHC class I binding data. (1) The peptide sequence is IPGSLDSWWTSL. The MHC is H-2-Ld with pseudo-sequence H-2-Ld. The binding affinity (normalized) is 0.704. (2) The peptide sequence is VFLILCFTI. The MHC is HLA-A01:01 with pseudo-sequence HLA-A01:01. The binding affinity (normalized) is 0.141. (3) The peptide sequence is KEISNMLSI. The MHC is HLA-B44:03 with pseudo-sequence HLA-B44:03. The binding affinity (normalized) is 0.715. (4) The peptide sequence is VETVSLAGSY. The MHC is HLA-B18:01 with pseudo-sequence HLA-B18:01. The binding affinity (normalized) is 0.314. (5) The peptide sequence is STVLFGLSY. The MHC is HLA-A68:01 with pseudo-sequence HLA-A68:01. The binding affinity (normalized) is 0.324.